Dataset: Reaction yield outcomes from USPTO patents with 853,638 reactions. Task: Predict the reaction yield, written as a fraction of the theoretical maximum amount of product (1.0 means a 100% yield; for example, 0.34 means a 34% yield). The reactants are [C:1]1([CH3:10])[CH:6]=[CH:5][C:4]([C:7](Cl)=[O:8])=[CH:3][CH:2]=1.[OH:11][CH2:12][CH2:13][CH2:14][N:15]([CH3:33])[C:16](=[O:32])[O:17][CH2:18][CH:19]1[C:31]2[CH:30]=[CH:29][CH:28]=[CH:27][C:26]=2[C:25]2[C:20]1=[CH:21][CH:22]=[CH:23][CH:24]=2. The catalyst is N1C=CC=CC=1. The product is [CH3:10][C:1]1[CH:6]=[CH:5][C:4]([C:7]([O:11][CH2:12][CH2:13][CH2:14][N:15]([CH3:33])[C:16](=[O:32])[O:17][CH2:18][CH:19]2[C:20]3[CH:21]=[CH:22][CH:23]=[CH:24][C:25]=3[C:26]3[C:31]2=[CH:30][CH:29]=[CH:28][CH:27]=3)=[O:8])=[CH:3][CH:2]=1. The yield is 0.970.